This data is from Reaction yield outcomes from USPTO patents with 853,638 reactions. The task is: Predict the reaction yield, written as a fraction of the theoretical maximum amount of product (1.0 means a 100% yield; for example, 0.34 means a 34% yield). (1) The product is [O:16]=[C:13]1[CH:12]=[N:11][C:10]2[N:9]=[CH:8][CH:7]=[C:6]([O:5][C:4]3[CH:3]=[C:2]([NH:1][C:26](=[O:27])[C:25]4[CH:29]=[CH:30][CH:31]=[C:23]([O:22][C:21]([F:20])([F:32])[F:33])[CH:24]=4)[CH:19]=[CH:18][CH:17]=3)[C:15]=2[NH:14]1. No catalyst specified. The reactants are [NH2:1][C:2]1[CH:3]=[C:4]([CH:17]=[CH:18][CH:19]=1)[O:5][C:6]1[C:15]2[NH:14][C:13](=[O:16])[CH:12]=[N:11][C:10]=2[N:9]=[CH:8][CH:7]=1.[F:20][C:21]([F:33])([F:32])[O:22][C:23]1[CH:24]=[C:25]([CH:29]=[CH:30][CH:31]=1)[C:26](Cl)=[O:27]. The yield is 0.200. (2) The reactants are [NH2:1][C:2]1[CH:11]=[C:10]([O:12][CH2:13][CH2:14][O:15][CH3:16])[C:9]([O:17][CH3:18])=[CH:8][C:3]=1[C:4](OC)=[O:5].Cl.[CH:20](N)=[NH:21]. The catalyst is C(N)=O. The product is [CH3:18][O:17][C:9]1[CH:8]=[C:3]2[C:2](=[CH:11][C:10]=1[O:12][CH2:13][CH2:14][O:15][CH3:16])[N:1]=[CH:20][NH:21][C:4]2=[O:5]. The yield is 0.740. (3) The reactants are [CH2:1]([C:3]1[CH:4]=[CH:5][C:6]([O:10][C:11]2[CH:16]=[CH:15][CH:14]=[C:13]([F:17])[N:12]=2)=[C:7]([OH:9])[CH:8]=1)[CH3:2].C(N(CC)CC)C.[C:25](O)(=[O:27])[CH3:26]. The catalyst is CN(C)C=O. The product is [C:25]([O:9][C:7]1[CH:8]=[C:3]([CH2:1][CH3:2])[CH:4]=[CH:5][C:6]=1[O:10][C:11]1[CH:16]=[CH:15][CH:14]=[C:13]([F:17])[N:12]=1)(=[O:27])[CH3:26]. The yield is 0.340. (4) The reactants are [NH2:1][C:2]1[C:11]2[C:6](=[C:7](Br)[CH:8]=[CH:9][CH:10]=2)[N:5]=[N:4][C:3]=1[C:13]([NH:15][CH2:16][CH2:17][CH3:18])=[O:14].[CH3:19][O:20][C:21]1[CH:26]=[C:25]([O:27][CH3:28])[CH:24]=[CH:23][C:22]=1B(O)O. No catalyst specified. The product is [NH2:1][C:2]1[C:11]2[C:6](=[C:7]([C:24]3[CH:23]=[CH:22][C:21]([O:20][CH3:19])=[CH:26][C:25]=3[O:27][CH3:28])[CH:8]=[CH:9][CH:10]=2)[N:5]=[N:4][C:3]=1[C:13]([NH:15][CH2:16][CH2:17][CH3:18])=[O:14]. The yield is 0.751.